From a dataset of Forward reaction prediction with 1.9M reactions from USPTO patents (1976-2016). Predict the product of the given reaction. (1) Given the reactants [I:1][C:2]1[CH:3]=[C:4]([OH:12])[C:5](=[CH:10][CH:11]=1)[C:6]([O:8][CH3:9])=[O:7].[CH2:13](Br)[C:14]1[CH:19]=[CH:18][CH:17]=[CH:16][CH:15]=1, predict the reaction product. The product is: [CH2:13]([O:12][C:4]1[CH:3]=[C:2]([I:1])[CH:11]=[CH:10][C:5]=1[C:6]([O:8][CH3:9])=[O:7])[C:14]1[CH:19]=[CH:18][CH:17]=[CH:16][CH:15]=1. (2) Given the reactants [NH2:1][C:2]1[CH:29]=[CH:28][C:5]([O:6][C:7]2[CH:12]=[CH:11][N:10]=[C:9]([NH:13][C:14]([N:16]3[CH2:21][CH2:20][CH:19]([CH2:22][N:23]4[CH2:27][CH2:26][CH2:25][CH2:24]4)[CH2:18][CH2:17]3)=[O:15])[CH:8]=2)=[C:4](F)[CH:3]=1.[C:31]1([CH2:37][C:38]([N:40]=[C:41]=[O:42])=[O:39])[CH:36]=[CH:35][CH:34]=[CH:33][CH:32]=1, predict the reaction product. The product is: [C:31]1([CH2:37][C:38]([NH:40][C:41](=[O:42])[NH:1][C:2]2[CH:29]=[CH:28][C:5]([O:6][C:7]3[CH:12]=[CH:11][N:10]=[C:9]([NH:13][C:14]([N:16]4[CH2:21][CH2:20][CH:19]([CH2:22][N:23]5[CH2:27][CH2:26][CH2:25][CH2:24]5)[CH2:18][CH2:17]4)=[O:15])[CH:8]=3)=[CH:4][CH:3]=2)=[O:39])[CH:36]=[CH:35][CH:34]=[CH:33][CH:32]=1. (3) Given the reactants [C:1]([O:5][C:6]([NH:8][CH:9]([CH2:13][CH2:14][CH3:15])[C:10]([OH:12])=O)=[O:7])([CH3:4])([CH3:3])[CH3:2].[NH2:16][C:17]1[S:18][C:19]([CH3:22])=[CH:20][N:21]=1.C1C=CC2N(O)N=NC=2C=1.CCN=C=NCCCN(C)C.Cl.C(N(CC)CC)C, predict the reaction product. The product is: [C:1]([O:5][C:6](=[O:7])[NH:8][CH:9]([C:10](=[O:12])[NH:16][C:17]1[S:18][C:19]([CH3:22])=[CH:20][N:21]=1)[CH2:13][CH2:14][CH3:15])([CH3:2])([CH3:3])[CH3:4]. (4) Given the reactants [CH3:1][N:2]1[C:6]2[CH:7]=[CH:8][CH:9]=[CH:10][C:5]=2[N:4]=[C:3]1[C:11]1[CH:12]=[C:13]([N:17]2[CH2:22][CH2:21][N:20]([C:23]([CH:25]3[CH2:30][O:29][CH2:28][CH2:27][N:26]3[CH3:31])=O)[CH2:19][CH2:18]2)[CH:14]=[CH:15][CH:16]=1.[H-].[Al+3].[Li+].[H-].[H-].[H-], predict the reaction product. The product is: [CH3:1][N:2]1[C:6]2[CH:7]=[CH:8][CH:9]=[CH:10][C:5]=2[N:4]=[C:3]1[C:11]1[CH:16]=[CH:15][CH:14]=[C:13]([N:17]2[CH2:18][CH2:19][N:20]([CH2:23][CH:25]3[CH2:30][O:29][CH2:28][CH2:27][N:26]3[CH3:31])[CH2:21][CH2:22]2)[CH:12]=1. (5) Given the reactants [NH2:1][C:2]1[C:11]([OH:12])=[C:10]2[C:5]([C:6](=[O:20])[C:7]([I:19])=[C:8]([C:13]3[CH:18]=[CH:17][CH:16]=[CH:15][CH:14]=3)[O:9]2)=[CH:4][CH:3]=1.C([O-])(O)=O.[Na+].Cl[CH2:27][C:28](Cl)=[O:29], predict the reaction product. The product is: [I:19][C:7]1[C:6](=[O:20])[C:5]2[C:10](=[C:11]3[C:2](=[CH:3][CH:4]=2)[NH:1][C:28](=[O:29])[CH2:27][O:12]3)[O:9][C:8]=1[C:13]1[CH:18]=[CH:17][CH:16]=[CH:15][CH:14]=1. (6) Given the reactants Cl[C:2]1[N:3]=[N:4][CH:5]=[C:6]([C:14]2[CH:19]=[CH:18][C:17]([F:20])=[CH:16][CH:15]=2)[C:7]=1[C:8]1[CH:13]=[CH:12][N:11]=[CH:10][CH:9]=1.O.[NH2:22][NH2:23], predict the reaction product. The product is: [F:20][C:17]1[CH:18]=[CH:19][C:14]([C:6]2[C:7]([C:8]3[CH:13]=[CH:12][N:11]=[CH:10][CH:9]=3)=[C:2]([NH:22][NH2:23])[N:3]=[N:4][CH:5]=2)=[CH:15][CH:16]=1. (7) Given the reactants [F:1][C:2]1[CH:21]=[CH:20][C:5]2[C:6]([C:9]3[CH:14]=[CH:13][C:12]([O:15][CH2:16][C@@H:17]4[CH2:19][O:18]4)=[CH:11][CH:10]=3)=[N:7][O:8][C:4]=2[CH:3]=1.[NH:22]1[CH2:27][CH2:26][CH2:25][CH2:24][CH2:23]1, predict the reaction product. The product is: [F:1][C:2]1[CH:21]=[CH:20][C:5]2[C:6]([C:9]3[CH:10]=[CH:11][C:12]([O:15][CH2:16][C@@H:17]([OH:18])[CH2:19][N:22]4[CH2:27][CH2:26][CH2:25][CH2:24][CH2:23]4)=[CH:13][CH:14]=3)=[N:7][O:8][C:4]=2[CH:3]=1.